Dataset: Reaction yield outcomes from USPTO patents with 853,638 reactions. Task: Predict the reaction yield, written as a fraction of the theoretical maximum amount of product (1.0 means a 100% yield; for example, 0.34 means a 34% yield). The reactants are [NH2:1][C:2]1[S:3][C:4]([C:10]2[CH:15]=[CH:14][CH:13]=[CH:12][CH:11]=2)=[CH:5][C:6]=1[C:7]([OH:9])=O.[C:16]([O:20][C:21]([N:23]1[CH2:29][CH2:28][CH2:27]C[C@H:25]([NH2:30])[CH2:24]1)=[O:22])([CH3:19])([CH3:18])[CH3:17].F[P-](F)(F)(F)(F)F.N1(O[P+](N(C)C)(N(C)C)N(C)C)C2C=CC=CC=2N=N1. The catalyst is CN(C=O)C.O.CCOC(C)=O. The product is [NH2:1][C:2]1[S:3][C:4]([C:10]2[CH:15]=[CH:14][CH:13]=[CH:12][CH:11]=2)=[CH:5][C:6]=1[C:7]([NH:30][C@H:25]1[CH2:27][CH2:28][CH2:29][N:23]([C:21]([O:20][C:16]([CH3:17])([CH3:18])[CH3:19])=[O:22])[CH2:24]1)=[O:9]. The yield is 0.440.